This data is from Forward reaction prediction with 1.9M reactions from USPTO patents (1976-2016). The task is: Predict the product of the given reaction. Given the reactants [Cl:1][C:2]1[N:10]=[C:9]2[C:5]([NH:6][CH:7]=[N:8]2)=[C:4]([Cl:11])[N:3]=1.[H-].[Na+].[H][H].[CH:16](I)([CH3:18])[CH3:17], predict the reaction product. The product is: [Cl:1][C:2]1[N:10]=[C:9]2[C:5]([N:6]=[CH:7][N:8]2[CH:16]([CH3:18])[CH3:17])=[C:4]([Cl:11])[N:3]=1.